From a dataset of Full USPTO retrosynthesis dataset with 1.9M reactions from patents (1976-2016). Predict the reactants needed to synthesize the given product. (1) The reactants are: [C:1]([OH:5])(=[O:4])[CH:2]=[CH2:3].C(C1C=C(C)C=C(C(C)(C)C)C=1O)(C)(C)C.C(N(CC)CC)C.[C:29]([Si:35]([CH:40]([CH3:42])[CH3:41])([CH:37]([CH3:39])[CH3:38])Cl)([CH:32]([CH3:34])[CH3:33])([CH3:31])[CH3:30]. Given the product [C:1]([O:5][Si:35]([C:29]([CH:32]([CH3:34])[CH3:33])([CH3:31])[CH3:30])([CH:40]([CH3:41])[CH3:42])[CH:37]([CH3:38])[CH3:39])(=[O:4])[CH:2]=[CH2:3], predict the reactants needed to synthesize it. (2) Given the product [CH2:16]([C:3]1([C:21]2[CH:26]=[CH:25][CH:24]=[CH:23][CH:22]=2)[CH2:1][NH:2][CH2:4]1)[CH2:17][CH2:18][CH2:19][CH3:20], predict the reactants needed to synthesize it. The reactants are: [C:1]([C:3]([C:21]1[CH:26]=[CH:25][CH:24]=[CH:23][CH:22]=1)([CH2:16][CH2:17][CH2:18][CH2:19][CH3:20])[CH2:4]OS(C1C=CC(C)=CC=1)(=O)=O)#[N:2].[H-].[H-].[H-].[H-].[Li+].[Al+3].S([O-])([O-])(=O)=O.[Na+].[Na+].O.[O-]S([O-])(=O)=O.[Na+].[Na+]. (3) Given the product [CH3:45][N:28]([CH3:27])[C:29]1([C:39]2[CH:40]=[CH:41][CH:42]=[CH:43][CH:44]=2)[CH2:34][CH2:33][C:32](=[CH:35][C:36]([NH:16][C:15]2[CH:17]=[CH:18][C:12]([F:11])=[CH:13][CH:14]=2)=[O:37])[CH2:31][CH2:30]1, predict the reactants needed to synthesize it. The reactants are: ON1C2C=CC=CC=2N=N1.[F:11][C:12]1[CH:18]=[CH:17][C:15]([NH2:16])=[CH:14][CH:13]=1.CN1CCOCC1.Cl.[CH3:27][N:28]([CH3:45])[C:29]1([C:39]2[CH:44]=[CH:43][CH:42]=[CH:41][CH:40]=2)[CH2:34][CH2:33][C:32](=[CH:35][C:36](O)=[O:37])[CH2:31][CH2:30]1.C1(N=C=NC2CCCCC2)CCCCC1.[OH-].[Na+]. (4) Given the product [CH3:1][O:2][C:3]1[CH:8]=[CH:7][C:6]([C:22]2[CH:27]=[CH:26][CH:25]=[CH:24][N:23]=2)=[CH:5][CH:4]=1, predict the reactants needed to synthesize it. The reactants are: [CH3:1][O:2][C:3]1[CH:8]=[CH:7][C:6]([Mg]Br)=[CH:5][CH:4]=1.BrC1C=CC(OC)=CC=1.[Mg].Br[C:22]1[CH:27]=[CH:26][CH:25]=[CH:24][N:23]=1.Cl. (5) Given the product [CH3:1][O:2][C:3]1[CH:4]=[C:5]2[C:10](=[CH:11][CH:12]=1)[C:9](=[O:13])[C:8]([CH2:14][C:15]([O:17][CH2:18][CH3:19])=[O:16])([CH2:24][C:23]([F:27])([F:26])[F:22])[CH2:7][CH2:6]2, predict the reactants needed to synthesize it. The reactants are: [CH3:1][O:2][C:3]1[CH:4]=[C:5]2[C:10](=[CH:11][CH:12]=1)[C:9](=[O:13])[CH:8]([CH2:14][C:15]([O:17][CH2:18][CH3:19])=[O:16])[CH2:7][CH2:6]2.[H-].[Na+].[F:22][C:23]([F:27])([F:26])[CH2:24]I. (6) Given the product [Br:1][C:2]1[CH:3]=[C:4]2[C:12](=[CH:13][CH:14]=1)[NH:11][C:10]1[CH:9]([NH:15][C:22](=[O:23])[C:21]3[CH:25]=[CH:26][C:18]([C:17]([F:16])([F:27])[F:28])=[CH:19][CH:20]=3)[CH2:8][CH2:7][CH2:6][C:5]2=1, predict the reactants needed to synthesize it. The reactants are: [Br:1][C:2]1[CH:3]=[C:4]2[C:12](=[CH:13][CH:14]=1)[NH:11][C:10]1[CH:9]([NH2:15])[CH2:8][CH2:7][CH2:6][C:5]2=1.[F:16][C:17]([F:28])([F:27])[C:18]1[CH:26]=[CH:25][C:21]([C:22](Cl)=[O:23])=[CH:20][CH:19]=1. (7) Given the product [F:22][C:18]1[CH:27]=[CH:26][C:25]([C:29]([CH:7]2[CH2:8][C:2]3[S:1][CH:5]=[CH:4][C:3]=3[C:6]2=[O:9])=[O:28])=[CH:16][CH:17]=1, predict the reactants needed to synthesize it. The reactants are: [S:1]1[CH:5]=[CH:4][C:3]2[C:6](=[O:9])[CH2:7][CH2:8][C:2]1=2.[H-].[Na+].C(OC(=O)[C:16]1C=CC=[C:18]([F:22])[CH:17]=1)C.Cl.[CH2:25]1[CH2:29][O:28][CH2:27][CH2:26]1. (8) Given the product [ClH:22].[CH3:21][C:14]1[CH:15]=[C:9]2[C:8]3[CH:4]([CH2:3][CH2:2][NH2:1])[CH2:5][CH2:6][C:7]=3[CH:12]=[CH:11][N:10]2[N:13]=1, predict the reactants needed to synthesize it. The reactants are: [NH2:1][CH2:2][CH2:3][CH:4]1[C:8]2[C:9]3[N:10]([N:13]=[C:14]([CH3:21])[C:15]=3C(OCC)=O)[CH:11]=[CH:12][C:7]=2[CH2:6][CH2:5]1.[ClH:22].